Dataset: Catalyst prediction with 721,799 reactions and 888 catalyst types from USPTO. Task: Predict which catalyst facilitates the given reaction. (1) Reactant: [CH2:1]([O:5][C:6]1[CH:11]=[CH:10][C:9]([S:12]([NH:15][C@H:16]([C:20]([S:23][CH2:24][CH2:25][CH2:26][OH:27])([CH3:22])[CH3:21])[C:17](O)=[O:18])(=[O:14])=[O:13])=[CH:8][CH:7]=1)[C:2]#[C:3][CH3:4].[OH:28][N:29]1C2C=CC=CC=2N=N1.CN(C)CCCN=C=NCC.CN1CCOCC1.NO. Product: [CH2:1]([O:5][C:6]1[CH:11]=[CH:10][C:9]([S:12]([NH:15][C@H:16]([C:20]([S:23][CH2:24][CH2:25][CH2:26][OH:27])([CH3:22])[CH3:21])[C:17]([NH:29][OH:28])=[O:18])(=[O:14])=[O:13])=[CH:8][CH:7]=1)[C:2]#[C:3][CH3:4]. The catalyst class is: 9. (2) The catalyst class is: 564. Product: [CH3:9][N:8]([CH3:10])[C:6]1[CH:5]=[N:4][CH:3]=[C:2]([C:14]2[CH:15]=[CH:16][N:11]=[CH:12][CH:13]=2)[N:7]=1. Reactant: Cl[C:2]1[N:7]=[C:6]([N:8]([CH3:10])[CH3:9])[CH:5]=[N:4][CH:3]=1.[N:11]1[CH:16]=[CH:15][C:14](B(O)O)=[CH:13][CH:12]=1.O.C(=O)([O-])[O-].[Na+].[Na+].